The task is: Binary Classification. Given a T-cell receptor sequence (or CDR3 region) and an epitope sequence, predict whether binding occurs between them.. This data is from TCR-epitope binding with 47,182 pairs between 192 epitopes and 23,139 TCRs. (1) The TCR CDR3 sequence is CASSWTDAGVQGSYNEQFF. The epitope is VLWAHGFEL. Result: 0 (the TCR does not bind to the epitope). (2) The epitope is FQPTNGVGY. The TCR CDR3 sequence is CASSFSFRMNSPLHF. Result: 0 (the TCR does not bind to the epitope). (3) The epitope is KLWAQCVQL. The TCR CDR3 sequence is CASLSGRAPQHF. Result: 0 (the TCR does not bind to the epitope). (4) Result: 0 (the TCR does not bind to the epitope). The epitope is FIAGLIAIV. The TCR CDR3 sequence is CASSSGGMDTEAFF.